Dataset: Forward reaction prediction with 1.9M reactions from USPTO patents (1976-2016). Task: Predict the product of the given reaction. (1) The product is: [C:42]([C:37]1[CH:38]=[C:39]2[C:34](=[C:35]([F:46])[CH:36]=1)[C:33](=[O:47])[N:32]([C:7]1[C:6]([CH2:5][OH:4])=[C:11]([C:12]3[CH:17]=[C:16]([NH:18][C:19]4[CH:24]=[CH:23][C:22]([N:25]5[CH2:28][CH:27]([OH:29])[CH2:26]5)=[CH:21][N:20]=4)[C:15](=[O:30])[N:14]([CH3:31])[CH:13]=3)[CH:10]=[CH:9][N:8]=1)[N:41]=[CH:40]2)([CH3:45])([CH3:43])[CH3:44]. Given the reactants C([O:4][CH2:5][C:6]1[C:7]([N:32]2[N:41]=[CH:40][C:39]3[C:34](=[C:35]([F:46])[CH:36]=[C:37]([C:42]([CH3:45])([CH3:44])[CH3:43])[CH:38]=3)[C:33]2=[O:47])=[N:8][CH:9]=[CH:10][C:11]=1[C:12]1[CH:17]=[C:16]([NH:18][C:19]2[CH:24]=[CH:23][C:22]([N:25]3[CH2:28][CH:27]([OH:29])[CH2:26]3)=[CH:21][N:20]=2)[C:15](=[O:30])[N:14]([CH3:31])[CH:13]=1)(=O)C.[OH-].[Li+], predict the reaction product. (2) Given the reactants [F:1][C:2]1[CH:7]=[CH:6][C:5]([CH2:8][C:9]2[CH:18]=[C:17]3[C:12]([C:13]([OH:34])=[C:14]([C:29](OCC)=[O:30])[C:15](=[O:28])[N:16]3[CH2:19][C:20]([N:22]([CH3:27])[CH2:23][CH2:24][O:25][CH3:26])=[O:21])=[N:11][CH:10]=2)=[CH:4][CH:3]=1.[CH3:35][O:36][CH2:37][CH2:38][NH2:39], predict the reaction product. The product is: [F:1][C:2]1[CH:7]=[CH:6][C:5]([CH2:8][C:9]2[CH:18]=[C:17]3[C:12]([C:13]([OH:34])=[C:14]([C:29]([NH:39][CH2:38][CH2:37][O:36][CH3:35])=[O:30])[C:15](=[O:28])[N:16]3[CH2:19][C:20]([N:22]([CH3:27])[CH2:23][CH2:24][O:25][CH3:26])=[O:21])=[N:11][CH:10]=2)=[CH:4][CH:3]=1. (3) Given the reactants C1(B(O)O)C=CC=CC=1.[C:10]1([C:20]2[N:25]=[CH:24][C:23]([C:26]([N:28]3[C:34]4[CH:35]=[CH:36][CH:37]=[CH:38][C:33]=4[CH2:32][N:31]4[CH:39]=[CH:40][CH:41]=[C:30]4[CH2:29]3)=[O:27])=[CH:22][CH:21]=2)[C:19]2[C:14](=CC=CC=2)[CH:13]=[CH:12][CH:11]=1.C(=O)([O-])[O-].[Na+].[Na+].C(O)C, predict the reaction product. The product is: [C:10]1([C:20]2[N:25]=[CH:24][C:23]([C:26]([N:28]3[C:34]4[CH:35]=[CH:36][CH:37]=[CH:38][C:33]=4[CH2:32][N:31]4[CH:39]=[CH:40][CH:41]=[C:30]4[CH2:29]3)=[O:27])=[CH:22][CH:21]=2)[CH:11]=[CH:12][CH:13]=[CH:14][CH:19]=1. (4) Given the reactants [OH:1][C@@H:2]([C@H:4]1[C:25](=[O:26])[N:6]2[C@@H:7]([C:12]([O:14][CH2:15][C:16]3[CH:21]=[CH:20][C:19]([N+:22]([O-:24])=[O:23])=[CH:18][CH:17]=3)=[O:13])[C:8](=O)[C@H:9]([CH3:10])[C@H:5]12)[CH3:3].[Si:27]([O:34][CH2:35][C:36]1[CH:37]=[C:38]([C:42]([C:44]2[N:45]=[CH:46][N:47]3[CH:51]=[C:50]([Sn](CCCC)(CCCC)CCCC)[S:49][C:48]=23)=[O:43])[CH:39]=[N:40][CH:41]=1)([C:30]([CH3:33])([CH3:32])[CH3:31])([CH3:29])[CH3:28], predict the reaction product. The product is: [Si:27]([O:34][CH2:35][C:36]1[CH:37]=[C:38]([C:42]([C:44]2[N:45]=[CH:46][N:47]3[CH:51]=[C:50]([C:8]4[C@H:9]([CH3:10])[C@@H:5]5[C@@H:4]([C@H:2]([OH:1])[CH3:3])[C:25](=[O:26])[N:6]5[C:7]=4[C:12]([O:14][CH2:15][C:16]4[CH:21]=[CH:20][C:19]([N+:22]([O-:24])=[O:23])=[CH:18][CH:17]=4)=[O:13])[S:49][C:48]=23)=[O:43])[CH:39]=[N:40][CH:41]=1)([C:30]([CH3:31])([CH3:32])[CH3:33])([CH3:29])[CH3:28]. (5) Given the reactants [CH:1]1([C:4](=O)[CH2:5][C:6]([CH:8]2[CH2:10][CH2:9]2)=O)[CH2:3][CH2:2]1.O.[NH2:13][NH2:14].O.CCOC(C)=O, predict the reaction product. The product is: [CH:1]1([C:4]2[CH:5]=[C:6]([CH:8]3[CH2:10][CH2:9]3)[NH:14][N:13]=2)[CH2:3][CH2:2]1. (6) Given the reactants [OH:1][CH:2]1[CH:7]([C:8]2[CH:13]=[CH:12][C:11]([OH:14])=[CH:10][CH:9]=2)[CH2:6][CH2:5][N:4]([C:15]([O:17][CH2:18][C:19]2[CH:24]=[CH:23][CH:22]=[CH:21][CH:20]=2)=[O:16])[CH2:3]1.[F:25][B-](F)(F)F.F[B-](F)(F)F.F[N+]1C=CC=CC=1C1C=CC=C[N+]=1F.S([O-])([O-])(=O)=S.[Na+].[Na+], predict the reaction product. The product is: [F:25][C:12]1[CH:13]=[C:8]([CH:7]2[CH2:6][CH2:5][N:4]([C:15]([O:17][CH2:18][C:19]3[CH:20]=[CH:21][CH:22]=[CH:23][CH:24]=3)=[O:16])[CH2:3][CH:2]2[OH:1])[CH:9]=[CH:10][C:11]=1[OH:14].